This data is from Reaction yield outcomes from USPTO patents with 853,638 reactions. The task is: Predict the reaction yield, written as a fraction of the theoretical maximum amount of product (1.0 means a 100% yield; for example, 0.34 means a 34% yield). (1) The reactants are [C:1]([O:5][C:6](=[O:25])[N:7]([S:13]([C:16]1[CH:21]=[C:20]([Cl:22])[C:19](F)=[CH:18][C:17]=1[F:24])(=[O:15])=[O:14])[C:8]1[N:9]=[CH:10][S:11][CH:12]=1)([CH3:4])([CH3:3])[CH3:2].[CH2:26]([N:28]1[C:32]([C@H:33]2[CH2:38][CH2:37][CH2:36]C[C@@H:34]2[OH:39])=[CH:31][CH:30]=[N:29]1)[CH3:27].[H-].[Na+]. The catalyst is CN(C=O)C. The yield is 0.410. The product is [C:1]([O:5][C:6](=[O:25])[N:7]([S:13]([C:16]1[CH:21]=[C:20]([Cl:22])[C:19]([O:39][C@H:34]2[CH2:36][CH2:37][CH2:38][C@@H:33]2[C:32]2[N:28]([CH2:26][CH3:27])[N:29]=[CH:30][CH:31]=2)=[CH:18][C:17]=1[F:24])(=[O:15])=[O:14])[C:8]1[N:9]=[CH:10][S:11][CH:12]=1)([CH3:4])([CH3:3])[CH3:2]. (2) The reactants are CS(O[CH2:6][C:7]1[C:8]([C@@H:14]([NH:18][C:19]([O:21][C:22]([CH3:25])([CH3:24])[CH3:23])=[O:20])[CH:15]([CH3:17])[CH3:16])=[N:9][CH:10]=[C:11]([Cl:13])[CH:12]=1)(=O)=O.ClC1C=C(CCl)C([C@@H](NC(=O)OC(C)(C)C)C(C)C)=NC=1.[H-].[Na+]. The catalyst is C1COCC1. The product is [Cl:13][C:11]1[CH:12]=[C:7]2[CH2:6][N:18]([C:19]([O:21][C:22]([CH3:25])([CH3:24])[CH3:23])=[O:20])[C@@H:14]([CH:15]([CH3:17])[CH3:16])[C:8]2=[N:9][CH:10]=1. The yield is 0.850. (3) The reactants are I[C:2]1[CH:7]=[CH:6][CH:5]=[C:4]([CH3:8])[C:3]=1[CH3:9].[CH2:10]([CH:14]1[CH2:19][CH2:18][N:17]([CH2:20][CH2:21][CH2:22][C:23]#N)[CH2:16][CH2:15]1)[CH2:11][CH2:12][CH3:13].C(Cl)Cl.C[OH:29]. The catalyst is CCOCC.C(Cl)Cl. The product is [CH2:10]([CH:14]1[CH2:19][CH2:18][N:17]([CH2:20][CH2:21][CH2:22][C:23]([C:2]2[CH:7]=[CH:6][CH:5]=[C:4]([CH3:8])[C:3]=2[CH3:9])=[O:29])[CH2:16][CH2:15]1)[CH2:11][CH2:12][CH3:13]. The yield is 0.640. (4) The reactants are [Br:1][C:2]1[CH:3]=[CH:4][C:5]2=[C:6]([CH:18]=1)[NH:7][C:8](=O)[CH2:9][C:10]([C:12]([O:14][CH2:15][CH3:16])=[O:13])=[CH:11]2.COC1C=CC(P2(SP(C3C=CC(OC)=CC=3)(=S)S2)=[S:28])=CC=1. The catalyst is O1CCOCC1. The product is [Br:1][C:2]1[CH:3]=[CH:4][C:5]2=[C:6]([CH:18]=1)[NH:7][C:8](=[S:28])[CH2:9][C:10]([C:12]([O:14][CH2:15][CH3:16])=[O:13])=[CH:11]2. The yield is 0.580. (5) The reactants are [CH2:1]([O:3][C:4](=[O:15])[C:5]#[C:6][C:7]1[CH:12]=[CH:11][C:10]([O:13][CH3:14])=[CH:9][CH:8]=1)[CH3:2].[C:16]([O:20][C:21]([N:23]1[C:32]2[C:27](=[CH:28][CH:29]=[C:30]([CH2:33][CH2:34][O:35][C:36]3[CH:37]=[C:38]4[C:42](=[CH:43][CH:44]=3)[NH:41][CH:40]=[CH:39]4)[N:31]=2)[CH2:26][CH2:25][CH2:24]1)=[O:22])([CH3:19])([CH3:18])[CH3:17]. No catalyst specified. The product is [C:16]([O:20][C:21]([N:23]1[C:32]2[C:27](=[CH:28][CH:29]=[C:30]([CH2:33][CH2:34][O:35][C:36]3[CH:37]=[C:38]4[C:42](=[CH:43][CH:44]=3)[N:41]([C:6]([C:7]3[CH:8]=[CH:9][C:10]([O:13][CH3:14])=[CH:11][CH:12]=3)=[CH:5][C:4]([O:3][CH2:1][CH3:2])=[O:15])[CH:40]=[CH:39]4)[N:31]=2)[CH2:26][CH2:25][CH2:24]1)=[O:22])([CH3:19])([CH3:17])[CH3:18]. The yield is 0.880. (6) The reactants are [CH2:1]([O:3][C:4]([C:6]1[NH:7][C:8]2[C:13]([CH:14]=1)=[CH:12][C:11]([OH:15])=[C:10]([Br:16])[CH:9]=2)=[O:5])[CH3:2].[CH:17]([N:20]1[CH2:25][CH2:24][CH:23](O)[CH2:22][CH2:21]1)([CH3:19])[CH3:18].C1(P(C2C=CC=CC=2)C2C=CC=CC=2)C=CC=CC=1.N(C(OC(C)(C)C)=O)=NC(OC(C)(C)C)=O. The catalyst is O1CCCC1. The yield is 0.760. The product is [CH2:1]([O:3][C:4]([C:6]1[NH:7][C:8]2[C:13]([CH:14]=1)=[CH:12][C:11]([O:15][CH:23]1[CH2:24][CH2:25][N:20]([CH:17]([CH3:19])[CH3:18])[CH2:21][CH2:22]1)=[C:10]([Br:16])[CH:9]=2)=[O:5])[CH3:2].